This data is from Reaction yield outcomes from USPTO patents with 853,638 reactions. The task is: Predict the reaction yield, written as a fraction of the theoretical maximum amount of product (1.0 means a 100% yield; for example, 0.34 means a 34% yield). (1) The reactants are [CH2:1]1N2CN3CN(C2)CN1C3.[Br:11][C:12]1[CH:17]=[C:16]([F:18])[CH:15]=[CH:14][C:13]=1[OH:19].[OH2:20].S(=O)(=O)(O)O. The catalyst is FC(F)(F)C(O)=O. The product is [Br:11][C:12]1[C:13]([OH:19])=[C:14]([CH:15]=[C:16]([F:18])[CH:17]=1)[CH:1]=[O:20]. The yield is 0.830. (2) The reactants are [CH:1]1([CH:7]([NH:27][C:28]2[CH:36]=[CH:35][C:31]([C:32](O)=[O:33])=[CH:30][CH:29]=2)[C:8]2[CH:12]=[C:11]([C:13]3[CH:18]=[CH:17][C:16]([C:19]([F:22])([F:21])[F:20])=[CH:15][CH:14]=3)[O:10][C:9]=2[CH2:23][O:24][CH2:25][CH3:26])[CH2:6][CH2:5][CH2:4][CH2:3][CH2:2]1.Cl.NCCC(OCC)=O.[CH3:46][NH:47][CH2:48][CH2:49][C:50]([O:52]CC)=[O:51].Cl.C(N=C=NCCCN(C)C)C.O.OC1C2N=NNC=2C=CC=1. The catalyst is CN(C)C=O.C(OCC)(=O)C.C(N(CC)CC)C. The product is [CH:1]1([CH:7]([NH:27][C:28]2[CH:36]=[CH:35][C:31]([C:32]([N:47]([CH3:46])[CH2:48][CH2:49][C:50]([OH:52])=[O:51])=[O:33])=[CH:30][CH:29]=2)[C:8]2[CH:12]=[C:11]([C:13]3[CH:18]=[CH:17][C:16]([C:19]([F:22])([F:21])[F:20])=[CH:15][CH:14]=3)[O:10][C:9]=2[CH2:23][O:24][CH2:25][CH3:26])[CH2:2][CH2:3][CH2:4][CH2:5][CH2:6]1. The yield is 0.690.